Task: Predict the reactants needed to synthesize the given product.. Dataset: Full USPTO retrosynthesis dataset with 1.9M reactions from patents (1976-2016) Given the product [C:34]1([CH:7]([C:1]2[CH:2]=[CH:3][CH:4]=[CH:5][CH:6]=2)[CH2:8][CH2:9][N:10]2[CH2:14][CH2:13][C@H:12]([NH:15][C:16]([NH:18][C:19]3[CH:24]=[C:23]([CH2:25][CH2:26][C:27]4[CH:28]=[CH:29][CH:30]=[CH:31][CH:32]=4)[N:22]=[C:21]([CH3:33])[CH:20]=3)=[O:17])[CH2:11]2)[CH:35]=[CH:36][CH:37]=[CH:38][CH:39]=1, predict the reactants needed to synthesize it. The reactants are: [C:1]1([CH:7]([C:34]2[CH:39]=[CH:38][CH:37]=[CH:36][CH:35]=2)[CH2:8][CH2:9][N:10]2[CH2:14][CH2:13][C@H:12]([NH:15][C:16]([NH:18][C:19]3[CH:24]=[C:23](/[CH:25]=[CH:26]/[C:27]4[CH:32]=[CH:31][CH:30]=[CH:29][CH:28]=4)[N:22]=[C:21]([CH3:33])[CH:20]=3)=[O:17])[CH2:11]2)[CH:6]=[CH:5][CH:4]=[CH:3][CH:2]=1.